Dataset: Full USPTO retrosynthesis dataset with 1.9M reactions from patents (1976-2016). Task: Predict the reactants needed to synthesize the given product. Given the product [F:1][C:2]1[C:3]([F:12])=[CH:4][C:5]2[S:9][C:8](=[N:10][C:20](=[O:21])[C:19]3[CH:23]=[CH:24][C:16]([O:15][C:14]([F:26])([F:25])[F:13])=[CH:17][CH:18]=3)[N:7]([CH:28]([CH2:33][CH3:34])[C:29]([OH:31])=[O:30])[C:6]=2[CH:11]=1, predict the reactants needed to synthesize it. The reactants are: [F:1][C:2]1[C:3]([F:12])=[CH:4][C:5]2[S:9][C:8]([NH2:10])=[N:7][C:6]=2[CH:11]=1.[F:13][C:14]([F:26])([F:25])[O:15][C:16]1[CH:24]=[CH:23][C:19]([C:20](Cl)=[O:21])=[CH:18][CH:17]=1.Br[CH:28]([CH2:33][CH3:34])[C:29]([O:31]C)=[O:30].COC1C=CC2N=C(N)SC=2C=1.ClC1C=C(C=CC=1)C(Cl)=O.BrCC(OCC)=O.